Dataset: Forward reaction prediction with 1.9M reactions from USPTO patents (1976-2016). Task: Predict the product of the given reaction. (1) Given the reactants [Br:1][C:2]1[N:3]=[CH:4][C:5]2[N:6]([C:8](I)=[CH:9][N:10]=2)[CH:7]=1.[C:12]([C:14]1[CH:19]=[CH:18][C:17](B(O)O)=[CH:16][CH:15]=1)#[N:13].[O-]P([O-])([O-])=O.[K+].[K+].[K+].O, predict the reaction product. The product is: [Br:1][C:2]1[N:3]=[CH:4][C:5]2[N:6]([C:8]([C:17]3[CH:18]=[CH:19][C:14]([C:12]#[N:13])=[CH:15][CH:16]=3)=[CH:9][N:10]=2)[CH:7]=1. (2) The product is: [NH2:2][C@@:3]([CH3:16])([CH2:7][S:8][CH2:9][C:10]1[CH:15]=[CH:14][CH:13]=[CH:12][CH:11]=1)[C:4]([NH2:6])=[O:5]. Given the reactants Cl.[NH2:2][C:3]([CH3:16])([CH2:7][S:8][CH2:9][C:10]1[CH:15]=[CH:14][CH:13]=[CH:12][CH:11]=1)[C:4]([NH2:6])=[O:5].[OH-].[K+].Cl, predict the reaction product. (3) Given the reactants Cl.[NH2:2][C@@H:3]([CH2:19][CH2:20][CH2:21][CH2:22][NH:23][C:24](=[O:29])[C:25]([F:28])([F:27])[F:26])[C:4]([NH:6][C@@H:7]([CH2:12][C:13]1[CH:18]=[CH:17][CH:16]=[CH:15][CH:14]=1)[C:8]([NH:10][CH3:11])=[O:9])=[O:5].[CH2:30]([C@@H:34]([C:51](=[O:57])[NH:52][CH2:53][C:54](O)=[O:55])[NH:35][C:36](=[O:50])[CH2:37][CH2:38][CH2:39][CH2:40][CH2:41][NH:42][C:43](=[O:49])[O:44][C:45]([CH3:48])([CH3:47])[CH3:46])[CH:31]([CH3:33])[CH3:32].CN(C(ON1N=NC2C=CC=NC1=2)=[N+](C)C)C.F[P-](F)(F)(F)(F)F.C(N(CC)CC)C.C(=O)(O)[O-].[Na+], predict the reaction product. The product is: [CH2:12]([C@H:7]([NH:6][C:4](=[O:5])[C@H:3]([CH2:19][CH2:20][CH2:21][CH2:22][NH:23][C:24](=[O:29])[C:25]([F:27])([F:28])[F:26])[NH:2][C:54](=[O:55])[CH2:53][NH:52][C:51](=[O:57])[C@H:34]([CH2:30][CH:31]([CH3:32])[CH3:33])[NH:35][C:36](=[O:50])[CH2:37][CH2:38][CH2:39][CH2:40][CH2:41][NH:42][C:43](=[O:49])[O:44][C:45]([CH3:47])([CH3:48])[CH3:46])[C:8](=[O:9])[NH:10][CH3:11])[C:13]1[CH:14]=[CH:15][CH:16]=[CH:17][CH:18]=1. (4) Given the reactants C([O:4][CH2:5][C@@H:6]1[CH2:11][CH2:10][CH2:9][C@H:8]([C:12]#[N:13])[O:7]1)(=O)C.CCN(CC)CC, predict the reaction product. The product is: [OH:4][CH2:5][C@H:6]1[O:7][C@@H:8]([C:12]#[N:13])[CH2:9][CH2:10][CH2:11]1. (5) Given the reactants C([O-])([O-])=O.[K+].[K+].[OH:7][C:8]1[CH:15]=[CH:14][CH:13]=[C:12]([OH:16])[C:9]=1[CH:10]=[O:11].Cl[CH2:18][C:19]1[CH2:20][CH2:21][N:22]([CH3:31])[CH2:23][C:24]=1[C:25]1[CH:30]=[CH:29][CH:28]=[CH:27][CH:26]=1, predict the reaction product. The product is: [OH:7][C:8]1[CH:15]=[CH:14][CH:13]=[C:12]([O:16][CH2:18][C:19]2[CH2:20][CH2:21][N:22]([CH3:31])[CH2:23][C:24]=2[C:25]2[CH:30]=[CH:29][CH:28]=[CH:27][CH:26]=2)[C:9]=1[CH:10]=[O:11]. (6) Given the reactants I[C:2]1[CH:7]=[CH:6][C:5]([O:8][C:9]([F:12])([F:11])[F:10])=[C:4]([CH3:13])[CH:3]=1.Br[C:15]([F:22])([F:21])[C:16]([O:18][CH2:19][CH3:20])=[O:17].[Cl-].[NH4+], predict the reaction product. The product is: [F:21][C:15]([F:22])([C:2]1[CH:7]=[CH:6][C:5]([O:8][C:9]([F:12])([F:11])[F:10])=[C:4]([CH3:13])[CH:3]=1)[C:16]([O:18][CH2:19][CH3:20])=[O:17]. (7) Given the reactants [CH2:1]([O:8][C:9]1[CH:14]=[CH:13][C:12]([C:15]2[S:16][C:17]3[CH:22]=[CH:21][N:20]=[CH:19][C:18]=3[N:23]=2)=[CH:11][CH:10]=1)[C:2]1[CH:7]=[CH:6][CH:5]=[CH:4][CH:3]=1, predict the reaction product. The product is: [CH2:1]([O:8][C:9]1[CH:10]=[CH:11][C:12]([C:15]2[S:16][C:17]3[CH2:22][CH2:21][NH:20][CH2:19][C:18]=3[N:23]=2)=[CH:13][CH:14]=1)[C:2]1[CH:3]=[CH:4][CH:5]=[CH:6][CH:7]=1. (8) Given the reactants [F:1][C:2]1[C:7]([O:8][CH3:9])=[CH:6][C:5]([O:10][CH3:11])=[C:4]([F:12])[C:3]=1[N:13]1[C:22](=[O:23])[C:21]2([CH2:25][CH2:24]2)[C:20]2[C:15](=[CH:16][N:17]=[C:18]([NH:26][C:27]3[CH:32]=[C:31]([N:33]4[CH2:38][CH2:37][O:36][CH2:35][CH2:34]4)[CH:30]=[CH:29][C:28]=3[N+:39]([O-])=O)[CH:19]=2)[CH2:14]1, predict the reaction product. The product is: [NH2:39][C:28]1[CH:29]=[CH:30][C:31]([N:33]2[CH2:34][CH2:35][O:36][CH2:37][CH2:38]2)=[CH:32][C:27]=1[NH:26][C:18]1[CH:19]=[C:20]2[C:15](=[CH:16][N:17]=1)[CH2:14][N:13]([C:3]1[C:4]([F:12])=[C:5]([O:10][CH3:11])[CH:6]=[C:7]([O:8][CH3:9])[C:2]=1[F:1])[C:22](=[O:23])[C:21]12[CH2:25][CH2:24]1. (9) Given the reactants Cl.[F:2][C:3]1([F:14])[CH2:7][NH:6][C@@H:5]([CH2:8][CH:9]([CH3:13])[C:10]([OH:12])=[O:11])[CH2:4]1.Br[CH2:16][C:17]1[NH:22][C:21]([C:23]2[S:24][CH:25]=[CH:26][N:27]=2)=[N:20][C@@H:19]([C:28]2[CH:33]=[CH:32][C:31]([F:34])=[CH:30][C:29]=2[Cl:35])[C:18]=1[C:36]([O:38][CH3:39])=[O:37].C(=O)([O-])[O-].[K+].[K+], predict the reaction product. The product is: [Cl:35][C:29]1[CH:30]=[C:31]([F:34])[CH:32]=[CH:33][C:28]=1[C@@H:19]1[N:20]=[C:21]([C:23]2[S:24][CH:25]=[CH:26][N:27]=2)[NH:22][C:17]([CH2:16][N:6]2[CH2:7][C:3]([F:2])([F:14])[CH2:4][C@@H:5]2[CH2:8][CH:9]([CH3:13])[C:10]([OH:12])=[O:11])=[C:18]1[C:36]([O:38][CH3:39])=[O:37].